This data is from Forward reaction prediction with 1.9M reactions from USPTO patents (1976-2016). The task is: Predict the product of the given reaction. Given the reactants [C:1]1(=[O:8])[CH2:6][CH2:5][CH2:4][C:3](=[O:7])[CH2:2]1.[CH3:9][C:10]([CH3:15])([CH2:13]O)[CH2:11][OH:12].C(Cl)Cl.[OH-].[Na+], predict the reaction product. The product is: [CH3:9][C:10]1([CH3:15])[CH2:11][O:12][C:3]2([CH2:4][CH2:5][CH2:6][C:1](=[O:8])[CH2:2]2)[O:7][CH2:13]1.